The task is: Predict the reactants needed to synthesize the given product.. This data is from Full USPTO retrosynthesis dataset with 1.9M reactions from patents (1976-2016). The reactants are: C([O:8][C:9](=[O:31])[CH:10]([NH:23][C:24]([O:26][C:27]([CH3:30])([CH3:29])[CH3:28])=[O:25])[C:11]1[CH:16]=[CH:15][C:14](/[CH:17]=[CH:18]/[S:19]([CH3:22])(=[O:21])=[O:20])=[CH:13][CH:12]=1)C1C=CC=CC=1. Given the product [C:27]([O:26][C:24]([NH:23][CH:10]([C:11]1[CH:12]=[CH:13][C:14]([CH2:17][CH2:18][S:19]([CH3:22])(=[O:21])=[O:20])=[CH:15][CH:16]=1)[C:9]([OH:31])=[O:8])=[O:25])([CH3:29])([CH3:30])[CH3:28], predict the reactants needed to synthesize it.